This data is from Catalyst prediction with 721,799 reactions and 888 catalyst types from USPTO. The task is: Predict which catalyst facilitates the given reaction. (1) Reactant: [CH3:1][C@H:2]1[CH2:7][C@@H:6]([OH:8])[C@H:5]([CH:9]([CH3:11])[CH3:10])[CH2:4][CH2:3]1.[Cl-].[Al+3].[Cl-].[Cl-].[CH2:16]1[O:18][CH2:17]1. Product: [CH:2]1([CH3:1])[CH2:3][CH2:4][CH:5]([CH:9]([CH3:11])[CH3:10])[CH:6]([O:8][CH:17]([OH:18])[CH3:16])[CH2:7]1. The catalyst class is: 11. (2) Reactant: Cl[C:2]1[N:7]=[C:6]([C:8]2[S:12][C:11]([C:13]([CH3:16])([CH3:15])[CH3:14])=[N:10][C:9]=2[C:17]2[C:18]([F:35])=[C:19]([NH:23][S:24]([C:27]3[C:32]([F:33])=[CH:31][CH:30]=[CH:29][C:28]=3[F:34])(=[O:26])=[O:25])[CH:20]=[CH:21][CH:22]=2)[CH:5]=[CH:4][N:3]=1.[CH3:36][S:37]([N:40]1[CH2:45][CH2:44][CH:43]([NH2:46])[CH2:42][CH2:41]1)(=[O:39])=[O:38]. Product: [CH3:14][C:13]([C:11]1[S:12][C:8]([C:6]2[CH:5]=[CH:4][N:3]=[C:2]([NH:46][CH:43]3[CH2:44][CH2:45][N:40]([S:37]([CH3:36])(=[O:39])=[O:38])[CH2:41][CH2:42]3)[N:7]=2)=[C:9]([C:17]2[C:18]([F:35])=[C:19]([NH:23][S:24]([C:27]3[C:32]([F:33])=[CH:31][CH:30]=[CH:29][C:28]=3[F:34])(=[O:26])=[O:25])[CH:20]=[CH:21][CH:22]=2)[N:10]=1)([CH3:16])[CH3:15]. The catalyst class is: 836. (3) Reactant: [Cl:1][C:2]1[CH:3]=[C:4]([C:9]2[CH:14]=[C:13]([N:15]3[CH2:20][CH2:19][NH:18][CH2:17][CH2:16]3)[N:12]=[C:11]([N:21]3[CH2:25][CH2:24][CH2:23][CH:22]3[CH3:26])[N:10]=2)[CH:5]=[CH:6][C:7]=1[F:8].[Cl:27][C:28]1[C:32](Cl)=[N:31][S:30][N:29]=1.C(N(C(C)C)CC)(C)C. Product: [Cl:1][C:2]1[CH:3]=[C:4]([C:9]2[CH:14]=[C:13]([N:15]3[CH2:16][CH2:17][N:18]([C:32]4[C:28]([Cl:27])=[N:29][S:30][N:31]=4)[CH2:19][CH2:20]3)[N:12]=[C:11]([N:21]3[CH2:25][CH2:24][CH2:23][CH:22]3[CH3:26])[N:10]=2)[CH:5]=[CH:6][C:7]=1[F:8]. The catalyst class is: 16. (4) Reactant: COC([C:5]1[C:6]2[N:7]([CH:11]=[C:12]([C:14]3[CH:19]=[CH:18][C:17]([F:20])=[CH:16][CH:15]=3)[N:13]=2)[CH:8]=[CH:9][N:10]=1)=O.Cl.C([O-])(O)=O.[Na+]. Product: [F:20][C:17]1[CH:16]=[CH:15][C:14]([C:12]2[N:13]=[C:6]3[CH:5]=[N:10][CH:9]=[CH:8][N:7]3[CH:11]=2)=[CH:19][CH:18]=1. The catalyst class is: 34. (5) Reactant: [CH3:1][O:2][C:3]([C:5]1([CH2:14][C:15]2[CH:20]=[CH:19][C:18]([Cl:21])=[CH:17][CH:16]=2)[CH2:9][CH2:8][C:7]([CH2:11]O)([CH3:10])[C:6]1=[O:13])=[O:4].S(Cl)([Cl:24])=O.CN(C=O)C. Product: [CH3:1][O:2][C:3]([C:5]1([CH2:14][C:15]2[CH:20]=[CH:19][C:18]([Cl:21])=[CH:17][CH:16]=2)[CH2:9][CH2:8][C:7]([CH2:11][Cl:24])([CH3:10])[C:6]1=[O:13])=[O:4]. The catalyst class is: 6. (6) Reactant: C([O:4][C@H:5]1[CH2:10][CH2:9][CH2:8][C@@H:7]([NH:11][C:12]([C:14]2[C:18]([CH2:19]Cl)=[C:17]([C:21]3[CH:26]=[CH:25][C:24]([C:27]([F:30])([F:29])[F:28])=[CH:23][CH:22]=3)[O:16][N:15]=2)=[O:13])[CH2:6]1)(=O)C.[CH:31]1([NH2:34])[CH2:33][CH2:32]1.CCN(C(C)C)C(C)C.[Li+].[OH-]. Product: [CH:31]1([NH:34][CH2:19][C:18]2[C:14]([C:12]([NH:11][C@@H:7]3[CH2:8][CH2:9][CH2:10][C@H:5]([OH:4])[CH2:6]3)=[O:13])=[N:15][O:16][C:17]=2[C:21]2[CH:26]=[CH:25][C:24]([C:27]([F:30])([F:29])[F:28])=[CH:23][CH:22]=2)[CH2:33][CH2:32]1. The catalyst class is: 10. (7) Reactant: CC1(C)[N:6](C([O-])=O)[C@@H:5]([CH2:10][C:11]2[CH:16]=[CH:15][C:14]([S:17]([C:20]3[CH:25]=[CH:24][CH:23]=[CH:22][CH:21]=3)(=[O:19])=[O:18])=[CH:13][CH:12]=2)[CH2:4][O:3]1.[ClH:27]. Product: [ClH:27].[NH2:6][C@@H:5]([CH2:10][C:11]1[CH:16]=[CH:15][C:14]([S:17]([C:20]2[CH:25]=[CH:24][CH:23]=[CH:22][CH:21]=2)(=[O:19])=[O:18])=[CH:13][CH:12]=1)[CH2:4][OH:3]. The catalyst class is: 169.